This data is from HIV replication inhibition screening data with 41,000+ compounds from the AIDS Antiviral Screen. The task is: Binary Classification. Given a drug SMILES string, predict its activity (active/inactive) in a high-throughput screening assay against a specified biological target. (1) The molecule is CCOC1(OCC)CC2C(=O)CCCC21OC(C)=O. The result is 0 (inactive). (2) The molecule is COC(N)=C(C#N)N=Cc1ccco1. The result is 0 (inactive). (3) The drug is NNC(N)Nc1ccccc1.O=[N+]([O-])[O-]. The result is 0 (inactive).